This data is from Reaction yield outcomes from USPTO patents with 853,638 reactions. The task is: Predict the reaction yield, written as a fraction of the theoretical maximum amount of product (1.0 means a 100% yield; for example, 0.34 means a 34% yield). (1) The reactants are Br[C:2]1[CH:3]=[C:4]([S:8]([NH:11][C:12]2[CH:20]=[CH:19][C:15]([C:16]([OH:18])=[O:17])=[C:14]([OH:21])[CH:13]=2)(=[O:10])=[O:9])[S:5][C:6]=1[Cl:7].[F:22][C:23]1[CH:24]=[C:25](B(O)O)[CH:26]=[CH:27][CH:28]=1.C(=O)([O-])[O-].[Na+].[Na+].C(Cl)Cl.Cl. The catalyst is O1CCOCC1.C1C=CC(P(C2C=CC=CC=2)[C-]2C=CC=C2)=CC=1.C1C=CC(P(C2C=CC=CC=2)[C-]2C=CC=C2)=CC=1.Cl[Pd]Cl.[Fe+2]. The product is [Cl:7][C:6]1[S:5][C:4]([S:8]([NH:11][C:12]2[CH:20]=[CH:19][C:15]([C:16]([OH:18])=[O:17])=[C:14]([OH:21])[CH:13]=2)(=[O:10])=[O:9])=[CH:3][C:2]=1[C:27]1[CH:26]=[CH:25][CH:24]=[C:23]([F:22])[CH:28]=1. The yield is 0.320. (2) The reactants are [F:1][C:2]1[CH:3]=[C:4]([CH:8]([NH:20][C:21]2[CH:26]=[C:25]([F:27])[C:24]([F:28])=[C:23]([F:29])[CH:22]=2)[C:9]([O:11][C@@H:12]2[CH:17]3[CH2:18][CH2:19][N:14]([CH2:15][CH2:16]3)[CH2:13]2)=[O:10])[CH:5]=[CH:6][CH:7]=1.[Cl:30][CH2:31][C:32]([C:34]1[S:35][CH:36]=[CH:37][CH:38]=1)=[O:33]. The catalyst is C(#N)C. The product is [Cl-:30].[F:1][C:2]1[CH:3]=[C:4]([CH:8]([NH:20][C:21]2[CH:22]=[C:23]([F:29])[C:24]([F:28])=[C:25]([F:27])[CH:26]=2)[C:9]([O:11][C@@H:12]2[CH:17]3[CH2:18][CH2:19][N+:14]([CH2:31][C:32](=[O:33])[C:34]4[S:35][CH:36]=[CH:37][CH:38]=4)([CH2:15][CH2:16]3)[CH2:13]2)=[O:10])[CH:5]=[CH:6][CH:7]=1. The yield is 0.590.